This data is from Full USPTO retrosynthesis dataset with 1.9M reactions from patents (1976-2016). The task is: Predict the reactants needed to synthesize the given product. (1) Given the product [C:16]([O:20][C:21](=[O:22])[NH:23][C@H:24]([C:25]1[N:8]([C:5]2[CH:6]=[CH:7][C:2]([Cl:1])=[CH:3][CH:4]=2)[C:9]2=[N:10][CH:11]=[CH:12][CH:13]=[C:14]2[N:15]=1)[CH3:28])([CH3:19])([CH3:18])[CH3:17], predict the reactants needed to synthesize it. The reactants are: [Cl:1][C:2]1[CH:7]=[CH:6][C:5]([NH:8][C:9]2[C:14]([NH2:15])=[CH:13][CH:12]=[CH:11][N:10]=2)=[CH:4][CH:3]=1.[C:16]([O:20][C:21]([NH:23][C@@H:24]([CH3:28])[C:25](O)=O)=[O:22])([CH3:19])([CH3:18])[CH3:17].C1C=NC2N(O)N=NC=2C=1.CN1CCOCC1.Cl.CN(C)CCCN=C=NCC. (2) Given the product [CH3:24][NH:26][C:14](=[O:15])[C:13]1[CH:17]=[CH:18][CH:19]=[C:11]([C:8]2[CH:7]=[CH:6][CH:5]=[C:4]3[C:9]=2[CH2:10][C:2](=[O:1])[NH:3]3)[CH:12]=1, predict the reactants needed to synthesize it. The reactants are: [O:1]=[C:2]1[CH2:10][C:9]2[C:4](=[CH:5][CH:6]=[CH:7][C:8]=2[C:11]2[CH:12]=[C:13]([CH:17]=[CH:18][CH:19]=2)[C:14](O)=[O:15])[NH:3]1.C1C=CC2N(O)N=[N:26][C:24]=2C=1.C(Cl)CCl.CN. (3) Given the product [CH:16]1([N:7]2[CH2:8][C:9]([F:15])([F:14])[C:10](=[O:13])[N:11]([CH3:12])[C:5]3[CH:4]=[N:3][C:2]([NH:33][C:34]4[CH:35]=[CH:36][C:37]([C:38]([NH:40][CH:41]5[CH2:46][CH2:45][N:44]([CH3:47])[CH2:43][CH2:42]5)=[O:39])=[CH:48][CH:49]=4)=[N:20][C:6]2=3)[CH2:19][CH2:18][CH2:17]1, predict the reactants needed to synthesize it. The reactants are: Cl[C:2]1[N:3]=[CH:4][C:5]2[N:11]([CH3:12])[C:10](=[O:13])[C:9]([F:15])([F:14])[CH2:8][N:7]([CH:16]3[CH2:19][CH2:18][CH2:17]3)[C:6]=2[N:20]=1.O.C1(C)C(S(O)(=O)=O)=CC=CC=1.[NH2:33][C:34]1[CH:49]=[CH:48][C:37]([C:38]([NH:40][CH:41]2[CH2:46][CH2:45][N:44]([CH3:47])[CH2:43][CH2:42]2)=[O:39])=[CH:36][CH:35]=1. (4) Given the product [Br:1][C:2]1[CH:9]=[C:8]([F:10])[C:5]([CH:29]([O:28][CH2:27][CH3:26])[C:30]([NH:19][CH2:18][C:17]2[CH:20]=[CH:21][C:14]([C:13]#[N:12])=[CH:15][CH:16]=2)=[O:25])=[C:4]([F:11])[CH:3]=1, predict the reactants needed to synthesize it. The reactants are: [Br:1][C:2]1[CH:9]=[C:8]([F:10])[C:5](C=O)=[C:4]([F:11])[CH:3]=1.[NH2:12][CH2:13][C:14]1[CH:21]=[CH:20][C:17]([C:18]#[N:19])=[CH:16][CH:15]=1.C(O)C.[O:25]1[CH2:30][CH2:29][O:28][CH2:27][CH2:26]1. (5) Given the product [F:45][C:10]([F:9])([F:46])[C:11]1[CH:12]=[C:13]([CH:38]=[C:39]([C:41]([F:44])([F:42])[F:43])[CH:40]=1)[CH2:14][N:15]([C:32]1[N:33]=[N:34][N:35]([CH3:37])[N:36]=1)[C@H:16]1[CH2:22][CH2:21][CH2:20][N:19]([C:4](=[O:5])[CH:3]([CH2:7][CH3:8])[CH2:1][CH3:2])[C:18]2[CH:23]=[C:24]([C:28]([F:29])([F:30])[F:31])[C:25]([CH3:27])=[CH:26][C:17]1=2, predict the reactants needed to synthesize it. The reactants are: [CH2:1]([CH:3]([CH2:7][CH3:8])[C:4](Cl)=[O:5])[CH3:2].[F:9][C:10]([F:46])([F:45])[C:11]1[CH:12]=[C:13]([CH:38]=[C:39]([C:41]([F:44])([F:43])[F:42])[CH:40]=1)[CH2:14][N:15]([C:32]1[N:33]=[N:34][N:35]([CH3:37])[N:36]=1)[C@H:16]1[CH2:22][CH2:21][CH2:20][NH:19][C:18]2[CH:23]=[C:24]([C:28]([F:31])([F:30])[F:29])[C:25]([CH3:27])=[CH:26][C:17]1=2.N1C=CC=CC=1. (6) Given the product [OH:4][CH2:3][C:2]([N:1]1[C:18](=[O:19])[CH:17]=[CH:16][C:8]([C:7]([O:11][CH3:12])=[O:10])=[CH:9]1)([CH3:6])[CH3:5], predict the reactants needed to synthesize it. The reactants are: [NH2:1][C:2]([CH3:6])([CH3:5])[CH2:3][OH:4].[C:7]([O:11][CH3:12])(=[O:10])[C:8]#[CH:9].C[O-].[Na+].[C:16](O)(=O)[CH2:17][C:18](CC(O)=O)(C(O)=O)[OH:19]. (7) Given the product [CH3:24][N:25]([CH3:26])[CH2:2][C:3]([NH:5][C:6]1[S:7][C:8]([C:16]([CH:18]2[CH2:23][CH2:22][O:21][CH2:20][CH2:19]2)=[O:17])=[C:9]([C:11]2[O:12][CH:13]=[CH:14][CH:15]=2)[N:10]=1)=[O:4], predict the reactants needed to synthesize it. The reactants are: Br[CH2:2][C:3]([NH:5][C:6]1[S:7][C:8]([C:16]([CH:18]2[CH2:23][CH2:22][O:21][CH2:20][CH2:19]2)=[O:17])=[C:9]([C:11]2[O:12][CH:13]=[CH:14][CH:15]=2)[N:10]=1)=[O:4].[CH3:24][NH:25][CH3:26].